Dataset: Full USPTO retrosynthesis dataset with 1.9M reactions from patents (1976-2016). Task: Predict the reactants needed to synthesize the given product. (1) The reactants are: [OH:1][C:2]1[CH:10]=[CH:9][C:5]([C:6](O)=[O:7])=[CH:4][N:3]=1.C(Cl)CCl.C1C=CC2N(O)N=[N:21]C=2C=1.N1C2C=CC=CC=2N=C1CN(C1C2N=CC=CC=2CCC1)CCCCN. Given the product [OH:1][C:2]1[CH:10]=[CH:9][C:5]([C:6]([NH2:21])=[O:7])=[CH:4][N:3]=1, predict the reactants needed to synthesize it. (2) Given the product [Cl:1][C:2]1[N:10]=[CH:9][N:8]=[C:7]2[C:3]=1[N:4]=[CH:5][N:6]2[CH2:18][O:19][CH2:20][CH2:21][Si:22]([CH3:25])([CH3:24])[CH3:23], predict the reactants needed to synthesize it. The reactants are: [Cl:1][C:2]1[N:10]=[CH:9][N:8]=[C:7]2[C:3]=1[NH:4][CH:5]=[N:6]2.C(=O)([O-])[O-].[K+].[K+].Cl[CH2:18][O:19][CH2:20][CH2:21][Si:22]([CH3:25])([CH3:24])[CH3:23]. (3) Given the product [N:39]([C:2]1([C:16]2[S:17][C:18]([C:21]3[CH:26]=[C:25]([CH3:27])[CH:24]=[C:23]([NH:28][C:29]4[CH:34]=[C:33]([C:35]([F:38])([F:37])[F:36])[CH:32]=[CH:31][N:30]=4)[N:22]=3)=[CH:19][N:20]=2)[CH2:11][CH2:10][CH2:9][C:8]2[CH:7]=[C:6]([C:12]([O:14][CH3:15])=[O:13])[CH:5]=[CH:4][C:3]1=2)=[N+:40]=[N-:41], predict the reactants needed to synthesize it. The reactants are: O[C@@:2]1([C:16]2[S:17][C:18]([C:21]3[CH:26]=[C:25]([CH3:27])[CH:24]=[C:23]([NH:28][C:29]4[CH:34]=[C:33]([C:35]([F:38])([F:37])[F:36])[CH:32]=[CH:31][N:30]=4)[N:22]=3)=[CH:19][N:20]=2)[CH2:11][CH2:10][CH2:9][C:8]2[CH:7]=[C:6]([C:12]([O:14][CH3:15])=[O:13])[CH:5]=[CH:4][C:3]1=2.[N-:39]=[N+:40]=[N-:41].[Na+].C(O)(C(F)(F)F)=O. (4) Given the product [Cl:1][C:2]1[CH:3]=[CH:4][C:5]([C:41]#[N:42])=[C:6]([C:8]2[C:13]([O:14][CH3:15])=[CH:12][N:11]([CH:16]([CH2:36][CH2:37][O:38][CH3:39])[C:17]([NH:19][C:20]3[CH:28]=[C:27]4[C:23]([CH:24]=[C:25]([C:29]([OH:31])=[O:30])[NH:26]4)=[CH:22][C:21]=3[O:34][CH3:35])=[O:18])[C:10](=[O:40])[CH:9]=2)[CH:7]=1, predict the reactants needed to synthesize it. The reactants are: [Cl:1][C:2]1[CH:3]=[CH:4][C:5]([C:41]#[N:42])=[C:6]([C:8]2[C:13]([O:14][CH3:15])=[CH:12][N:11]([CH:16]([CH2:36][CH2:37][O:38][CH3:39])[C:17]([NH:19][C:20]3[CH:28]=[C:27]4[C:23]([CH:24]=[C:25]([C:29]([O:31]CC)=[O:30])[NH:26]4)=[CH:22][C:21]=3[O:34][CH3:35])=[O:18])[C:10](=[O:40])[CH:9]=2)[CH:7]=1.[OH-].[Li+]. (5) Given the product [C:8]([C:7]1[CH:11]=[CH:12][C:13]([O:14][CH3:15])=[C:5]([S:2][S:2][C:5]2[CH:6]=[C:7]([CH:11]=[CH:12][C:13]=2[O:14][CH3:15])[C:8]([OH:10])=[O:9])[CH:6]=1)([OH:10])=[O:9], predict the reactants needed to synthesize it. The reactants are: Cl[S:2]([C:5]1[CH:6]=[C:7]([CH:11]=[CH:12][C:13]=1[O:14][CH3:15])[C:8]([OH:10])=[O:9])(=O)=O.[Sn](Cl)Cl.